Task: Predict which catalyst facilitates the given reaction.. Dataset: Catalyst prediction with 721,799 reactions and 888 catalyst types from USPTO (1) Reactant: [F:1][C:2]1[CH:7]=[CH:6][C:5]([C:8]2([C:19]3[CH:24]=[CH:23][C:22]([F:25])=[CH:21][CH:20]=3)[CH2:13][CH2:12][CH2:11][N:10]([CH2:14][C:15](O)=[O:16])[C:9]2=[O:18])=[CH:4][CH:3]=1.[N:26]1([C:32]([O:34][CH2:35][C:36]2[CH:41]=[CH:40][CH:39]=[CH:38][CH:37]=2)=[O:33])[CH2:31][CH2:30][NH:29][CH2:28][CH2:27]1.Cl.CN(C)CCCN=C=NCC. Product: [F:1][C:2]1[CH:7]=[CH:6][C:5]([C:8]2([C:19]3[CH:20]=[CH:21][C:22]([F:25])=[CH:23][CH:24]=3)[CH2:13][CH2:12][CH2:11][N:10]([CH2:14][C:15]([N:29]3[CH2:30][CH2:31][N:26]([C:32]([O:34][CH2:35][C:36]4[CH:41]=[CH:40][CH:39]=[CH:38][CH:37]=4)=[O:33])[CH2:27][CH2:28]3)=[O:16])[C:9]2=[O:18])=[CH:4][CH:3]=1. The catalyst class is: 172. (2) Reactant: [NH2:1][C:2]1[C:7]([C:8]([OH:10])=O)=[CH:6][N:5]=[CH:4][N:3]=1.Cl.CN.C(Cl)CCl.C1C=CC2N(O)N=[N:24][C:22]=2C=1.CCN(C(C)C)C(C)C. Product: [NH2:1][C:2]1[C:7]([C:8]([NH:24][CH3:22])=[O:10])=[CH:6][N:5]=[CH:4][N:3]=1. The catalyst class is: 3. (3) Reactant: [OH:1][C@@H:2]([CH2:32][CH3:33])[CH2:3][C@H:4]1[CH2:15][CH2:14][C:13]2[S:12][C:11]3[N:10]=[CH:9][N:8]=[C:7]([O:16][CH:17]4[CH2:22][CH2:21][CH:20]([N:23](C)[C:24](=O)OC(C)(C)C)[CH2:19][CH2:18]4)[C:6]=3[C:5]1=2.[ClH:34]. Product: [ClH:34].[CH3:24][NH:23][CH:20]1[CH2:21][CH2:22][CH:17]([O:16][C:7]2[C:6]3[C:5]4[C@@H:4]([CH2:3][C@@H:2]([OH:1])[CH2:32][CH3:33])[CH2:15][CH2:14][C:13]=4[S:12][C:11]=3[N:10]=[CH:9][N:8]=2)[CH2:18][CH2:19]1. The catalyst class is: 4. (4) Reactant: [CH3:1][O:2][C:3](=[O:11])[C:4]1[CH:9]=[CH:8][CH:7]=[CH:6][C:5]=1I.[CH3:12][Si:13]([C:16]#[CH:17])([CH3:15])[CH3:14].C(N(CC)CC)C. Product: [CH3:1][O:2][C:3](=[O:11])[C:4]1[CH:9]=[CH:8][CH:7]=[CH:6][C:5]=1[C:17]#[C:16][Si:13]([CH3:15])([CH3:14])[CH3:12]. The catalyst class is: 122. (5) Reactant: [SH:1][C@@H:2]1[CH2:6][N:5](C(OCC2C=CC([N+]([O-])=O)=CC=2)=O)[C@H:4]([C:20]([NH:22][C:23]2[CH:24]=[C:25]([CH:29]=[CH:30][CH:31]=2)[C:26]([OH:28])=[O:27])=[O:21])[CH2:3]1.[OH:32][C@@H:33]([C@H:35]1[C:72](=[O:73])[N:37]2[C:38]([C:59]([O:61]CC3C=CC([N+]([O-])=O)=CC=3)=[O:60])=[C:39](OP(OC3C=CC=CC=3)(OC3C=CC=CC=3)=O)[C@H:40]([CH3:41])[C@H:36]12)[CH3:34].C(N(CC)C(C)C)(C)C.O. Product: [CH3:41][C@H:40]1[C:39]([S:1][C@@H:2]2[CH2:6][NH:5][C@H:4]([C:20]([NH:22][C:23]3[CH:31]=[CH:30][CH:29]=[C:25]([C:26]([OH:28])=[O:27])[CH:24]=3)=[O:21])[CH2:3]2)=[C:38]([C:59]([OH:61])=[O:60])[N:37]2[C@H:36]1[C@@H:35]([C@H:33]([OH:32])[CH3:34])[C:72]2=[O:73]. The catalyst class is: 39. (6) Reactant: [BrH:1].[CH3:2][N:3]1[CH2:7][CH2:6][CH2:5][C@@H:4]1[CH2:8][C:9]1[C:17]2[C:12](=[CH:13][CH:14]=[C:15]([CH2:18][CH2:19][S:20]([C:23]3[CH:28]=[CH:27][CH:26]=[CH:25][CH:24]=3)(=[O:22])=[O:21])[CH:16]=2)[NH:11][CH:10]=1. Product: [BrH:1].[CH3:2][N:3]1[CH2:7][CH2:6][CH2:5][C@@H:4]1[CH2:8][C:9]1[C:17]2[C:12](=[CH:13][CH:14]=[C:15]([CH2:18][CH2:19][S:20]([C:23]3[CH:28]=[CH:27][CH:26]=[CH:25][CH:24]=3)(=[O:21])=[O:22])[CH:16]=2)[NH:11][CH:10]=1. The catalyst class is: 57. (7) Reactant: [S:1]1[CH:5]=[CH:4][CH:3]=[C:2]1[CH2:6][NH:7][C:8]([NH2:10])=[S:9].Br[CH2:12][C:13]([C:15]1[CH:20]=[CH:19][CH:18]=[CH:17][CH:16]=1)=O. Product: [C:15]1([C:13]2[N:10]=[C:8]([NH:7][CH2:6][C:2]3[S:1][CH:5]=[CH:4][CH:3]=3)[S:9][CH:12]=2)[CH:20]=[CH:19][CH:18]=[CH:17][CH:16]=1. The catalyst class is: 8.